This data is from Peptide-MHC class I binding affinity with 185,985 pairs from IEDB/IMGT. The task is: Regression. Given a peptide amino acid sequence and an MHC pseudo amino acid sequence, predict their binding affinity value. This is MHC class I binding data. (1) The peptide sequence is KQHFKPPKF. The MHC is HLA-B15:01 with pseudo-sequence HLA-B15:01. The binding affinity (normalized) is 0.0625. (2) The peptide sequence is LRAEDTAVYY. The MHC is HLA-A30:02 with pseudo-sequence HLA-A30:02. The binding affinity (normalized) is 0.253. (3) The peptide sequence is LLSGAGEHL. The MHC is HLA-A02:03 with pseudo-sequence HLA-A02:03. The binding affinity (normalized) is 0.727. (4) The peptide sequence is VPLAGPMVA. The MHC is HLA-B51:01 with pseudo-sequence HLA-B51:01. The binding affinity (normalized) is 0.0993. (5) The peptide sequence is SLVWAPLILAYF. The binding affinity (normalized) is 0.129. The MHC is HLA-B58:01 with pseudo-sequence HLA-B58:01. (6) The peptide sequence is YYPEDPVKL. The binding affinity (normalized) is 0.0847. The MHC is HLA-B40:01 with pseudo-sequence HLA-B40:01. (7) The peptide sequence is TLFIGSHVV. The MHC is HLA-B07:02 with pseudo-sequence HLA-B07:02. The binding affinity (normalized) is 0. (8) The MHC is HLA-B38:01 with pseudo-sequence HLA-B38:01. The peptide sequence is FVAAFDHFY. The binding affinity (normalized) is 0.0847.